From a dataset of TCR-epitope binding with 47,182 pairs between 192 epitopes and 23,139 TCRs. Binary Classification. Given a T-cell receptor sequence (or CDR3 region) and an epitope sequence, predict whether binding occurs between them. (1) The epitope is AYAQKIFKI. The TCR CDR3 sequence is CASSPYRGYEQYF. Result: 0 (the TCR does not bind to the epitope). (2) Result: 1 (the TCR binds to the epitope). The epitope is KRWIILGLNK. The TCR CDR3 sequence is CASSLGIPGTAQWVYGYTF.